This data is from Peptide-MHC class II binding affinity with 134,281 pairs from IEDB. The task is: Regression. Given a peptide amino acid sequence and an MHC pseudo amino acid sequence, predict their binding affinity value. This is MHC class II binding data. (1) The peptide sequence is PLSVASMTSPLLTWD. The MHC is DRB1_1201 with pseudo-sequence DRB1_1201. The binding affinity (normalized) is 0.600. (2) The MHC is HLA-DPA10201-DPB10501 with pseudo-sequence HLA-DPA10201-DPB10501. The binding affinity (normalized) is 0.250. The peptide sequence is ALQSHDDVALVSVMW. (3) The peptide sequence is KRVVASLMRGLSSRK. The MHC is HLA-DQA10501-DQB10402 with pseudo-sequence HLA-DQA10501-DQB10402. The binding affinity (normalized) is 0.596. (4) The peptide sequence is VLVPGCHGSEPCIIHR. The MHC is HLA-DPA10201-DPB11401 with pseudo-sequence HLA-DPA10201-DPB11401. The binding affinity (normalized) is 0.0501.